This data is from Forward reaction prediction with 1.9M reactions from USPTO patents (1976-2016). The task is: Predict the product of the given reaction. (1) Given the reactants [F:1][C@@H:2]1[CH2:7][NH:6][C@@H:5]([CH3:8])[CH2:4][C@@H:3]1[O:9][C:10]1[CH:17]=[CH:16][C:15]([C:18]2[N:23]=[C:22]([NH:24][C:25]3[CH:30]=[CH:29][C:28]([N:31]4[CH2:36][CH2:35][N:34]([CH:37]5[CH2:40][O:39][CH2:38]5)[CH2:33][CH2:32]4)=[CH:27][CH:26]=3)[N:21]=[CH:20][N:19]=2)=[CH:14][C:11]=1[C:12]#[N:13].[C:41](O)(=[O:45])[C@@H:42]([CH3:44])[OH:43].CN(C(ON1N=NC2C=CC=NC1=2)=[N+](C)C)C.F[P-](F)(F)(F)(F)F.CCN(C(C)C)C(C)C, predict the reaction product. The product is: [F:1][C@@H:2]1[CH2:7][N:6]([C:41](=[O:45])[C@H:42]([OH:43])[CH3:44])[C@@H:5]([CH3:8])[CH2:4][CH:3]1[O:9][C:10]1[CH:17]=[CH:16][C:15]([C:18]2[N:23]=[C:22]([NH:24][C:25]3[CH:26]=[CH:27][C:28]([N:31]4[CH2:36][CH2:35][N:34]([CH:37]5[CH2:38][O:39][CH2:40]5)[CH2:33][CH2:32]4)=[CH:29][CH:30]=3)[N:21]=[CH:20][N:19]=2)=[CH:14][C:11]=1[C:12]#[N:13]. (2) Given the reactants [F:1][C:2]1[CH:7]=[CH:6][CH:5]=[CH:4][CH:3]=1.[C:8](Cl)(=[O:11])[CH:9]=[CH2:10].[Cl-].[Al+3].[Cl-].[Cl-], predict the reaction product. The product is: [F:1][C:2]1[CH:7]=[CH:6][C:5]([C:8](=[O:11])[CH:9]=[CH2:10])=[CH:4][CH:3]=1. (3) Given the reactants [NH2:1][CH2:2][C:3]1[CH:4]=[C:5]([C:9]2[CH:10]=[C:11]3[C:15](=[C:16]([C:18]([NH2:20])=[O:19])[CH:17]=2)[NH:14][CH:13]=[C:12]3[CH:21]2[CH2:26][CH2:25][N:24]([S:27]([CH2:30][CH3:31])(=[O:29])=[O:28])[CH2:23][CH2:22]2)[CH:6]=[CH:7][CH:8]=1.[CH:32]1([S:35](Cl)(=[O:37])=[O:36])[CH2:34][CH2:33]1.CCN(C(C)C)C(C)C, predict the reaction product. The product is: [CH:32]1([S:35]([NH:1][CH2:2][C:3]2[CH:4]=[C:5]([C:9]3[CH:10]=[C:11]4[C:15](=[C:16]([C:18]([NH2:20])=[O:19])[CH:17]=3)[NH:14][CH:13]=[C:12]4[CH:21]3[CH2:22][CH2:23][N:24]([S:27]([CH2:30][CH3:31])(=[O:29])=[O:28])[CH2:25][CH2:26]3)[CH:6]=[CH:7][CH:8]=2)(=[O:37])=[O:36])[CH2:34][CH2:33]1. (4) Given the reactants [O:1]1[CH:5]=[CH:4][CH:3]=[C:2]1[C:6]1[N:11]=[C:10]([NH2:12])[C:9]([C:13]#[C:14][C:15]2[CH:20]=[CH:19][CH:18]=[CH:17][CH:16]=2)=[CH:8][C:7]=1[C:21]1[CH:26]=[CH:25][N:24]=[CH:23][N:22]=1.CC(C)([O-])C.[K+], predict the reaction product. The product is: [O:1]1[CH:5]=[CH:4][CH:3]=[C:2]1[C:6]1[N:11]=[C:10]2[NH:12][C:14]([C:15]3[CH:20]=[CH:19][CH:18]=[CH:17][CH:16]=3)=[CH:13][C:9]2=[CH:8][C:7]=1[C:21]1[CH:26]=[CH:25][N:24]=[CH:23][N:22]=1. (5) Given the reactants CC1C=C[C:5]([C:6](NC2C=C(C(F)(F)F)C=C(N3C=C(C)N=C3)C=2)=[O:7])=CC=1NC1N=C(C2C=NC=CC=2)C=CN=1.Cl.Cl.[CH3:42][C:43]1[CH:67]=[CH:66][C:46]([C:47]([NH:49][C:50]2[CH:55]=[C:54]([C:56]([F:59])([F:58])[F:57])[CH:53]=[C:52]([N:60]3[CH:64]=[C:63]([CH3:65])[N:62]=[CH:61]3)[CH:51]=2)=[O:48])=[CH:45][C:44]=1[NH:68][C:69]1[N:74]=[C:73]([C:75]2[CH:76]=[N:77][CH:78]=[CH:79][CH:80]=2)[CH:72]=[CH:71][N:70]=1.[OH2:81].[CH3:82][OH:83], predict the reaction product. The product is: [CH2:6]([O:7][CH2:47][OH:48])[CH2:5][O:81][CH2:82][OH:83].[CH3:42][C:43]1[CH:67]=[CH:66][C:46]([C:47]([NH:49][C:50]2[CH:55]=[C:54]([C:56]([F:57])([F:58])[F:59])[CH:53]=[C:52]([N:60]3[CH:64]=[C:63]([CH3:65])[N:62]=[CH:61]3)[CH:51]=2)=[O:48])=[CH:45][C:44]=1[NH:68][C:69]1[N:74]=[C:73]([C:75]2[CH:76]=[N:77][CH:78]=[CH:79][CH:80]=2)[CH:72]=[CH:71][N:70]=1.